This data is from Reaction yield outcomes from USPTO patents with 853,638 reactions. The task is: Predict the reaction yield, written as a fraction of the theoretical maximum amount of product (1.0 means a 100% yield; for example, 0.34 means a 34% yield). (1) The reactants are [Cl:1][C:2]1[CH:7]=[CH:6][C:5]([C:8]2[C:9]([O:18][C@@H:19]([CH3:24])[C:20]([F:23])([F:22])[F:21])=[N:10][CH:11]=[C:12]([CH:17]=2)[C:13]([O:15]C)=[O:14])=[CH:4][CH:3]=1.[OH-].[Li+]. The catalyst is O1CCCC1.O. The product is [Cl:1][C:2]1[CH:3]=[CH:4][C:5]([C:8]2[C:9]([O:18][C@@H:19]([CH3:24])[C:20]([F:23])([F:21])[F:22])=[N:10][CH:11]=[C:12]([CH:17]=2)[C:13]([OH:15])=[O:14])=[CH:6][CH:7]=1. The yield is 1.00. (2) The reactants are [CH3:1][O:2][C:3]1[CH:4]=[C:5]([CH:12]=[CH:13][C:14]=1[N+:15]([O-])=O)[CH2:6][CH:7]([CH2:10][OH:11])[CH2:8][OH:9]. The catalyst is C(O)C.[Pt](=O)=O. The product is [NH2:15][C:14]1[CH:13]=[CH:12][C:5]([CH2:6][CH:7]([CH2:8][OH:9])[CH2:10][OH:11])=[CH:4][C:3]=1[O:2][CH3:1]. The yield is 0.860. (3) The reactants are [Cl:1][C:2]1[CH:7]=[C:6]([Cl:8])[CH:5]=[C:4]([Cl:9])[C:3]=1[N:10]1[C:14]2=[N:15][C:16]([CH2:20][C:21]3[CH:26]=[CH:25][CH:24]=[C:23]([NH2:27])[C:22]=3[CH3:28])=[N:17][C:18](=[O:19])[C:13]2=[C:12]([CH:29]([CH3:31])[CH3:30])[NH:11]1.C(N(CC)CC)C.[Cl:39][CH2:40][C:41](Cl)=[O:42]. The catalyst is C1COCC1. The product is [Cl:1][C:2]1[CH:7]=[C:6]([Cl:8])[CH:5]=[C:4]([Cl:9])[C:3]=1[N:10]1[C:14]2=[N:15][C:16]([CH2:20][C:21]3[CH:26]=[CH:25][CH:24]=[C:23]([NH:27][C:41](=[O:42])[CH2:40][Cl:39])[C:22]=3[CH3:28])=[N:17][C:18](=[O:19])[C:13]2=[C:12]([CH:29]([CH3:31])[CH3:30])[NH:11]1. The yield is 0.760. (4) The reactants are Br[C:2]1[CH:3]=[C:4]([N+:8]([O-:10])=[O:9])[CH:5]=[CH:6][CH:7]=1.[CH2:11]([NH2:17])[CH2:12][CH2:13][CH2:14][CH2:15][CH3:16]. No catalyst specified. The product is [N+:8]([C:4]1[CH:3]=[C:2]([CH:7]=[CH:6][CH:5]=1)[NH:17][CH2:11][CH2:12][CH2:13][CH2:14][CH2:15][CH3:16])([O-:10])=[O:9]. The yield is 0.590. (5) The reactants are [CH3:1][O:2][C:3](=[O:12])[C:4]1[CH:9]=[CH:8][C:7]([CH:10]=O)=[CH:6][CH:5]=1.[CH3:13][N:14]1[CH2:19][CH2:18][NH:17][CH2:16][CH2:15]1.[H][H]. The catalyst is CO.[Pt]. The product is [CH3:1][O:2][C:3](=[O:12])[C:4]1[CH:9]=[CH:8][C:7]([CH2:10][N:17]2[CH2:18][CH2:19][N:14]([CH3:13])[CH2:15][CH2:16]2)=[CH:6][CH:5]=1. The yield is 0.850. (6) The reactants are [NH2:1][C:2]1[CH:7]=[CH:6][CH:5]=[CH:4][C:3]=1[C:8]1[NH:9][C:10]2[C:15]([CH:16]=1)=[CH:14][CH:13]=[CH:12][CH:11]=2.[C:17](O)(=[O:25])[C:18]1[C:19](=[CH:21][CH:22]=[CH:23][CH:24]=1)[OH:20]. No catalyst specified. The product is [OH:20][C:19]1[CH:21]=[CH:22][CH:23]=[CH:24][C:18]=1[C:17]([NH:1][C:2]1[CH:7]=[CH:6][CH:5]=[CH:4][C:3]=1[C:8]1[NH:9][C:10]2[C:15]([CH:16]=1)=[CH:14][CH:13]=[CH:12][CH:11]=2)=[O:25]. The yield is 0.460.